Dataset: Reaction yield outcomes from USPTO patents with 853,638 reactions. Task: Predict the reaction yield, written as a fraction of the theoretical maximum amount of product (1.0 means a 100% yield; for example, 0.34 means a 34% yield). (1) The reactants are N[C:2]1[C:7]([Cl:8])=[CH:6][C:5]([Br:9])=[CH:4][C:3]=1[CH3:10].Cl.N([O-])=O.[Na+].O[PH2]=O. The catalyst is C(O)(=O)C.O. The product is [Cl:8][C:7]1[CH:2]=[C:3]([CH3:10])[CH:4]=[C:5]([Br:9])[CH:6]=1. The yield is 0.810. (2) The reactants are NC(N)=O.[CH:5]1([NH:8][S:9]([C:12]2[C:17]([Cl:18])=[CH:16][CH:15]=[C:14]([NH2:19])[C:13]=2[OH:20])(=[O:11])=[O:10])[CH2:7][CH2:6]1.[Br:21][C:22]1[CH:27]=[CH:26][CH:25]=[CH:24][C:23]=1[N:28]=[C:29]=[O:30]. The product is [Br:21][C:22]1[CH:27]=[CH:26][CH:25]=[CH:24][C:23]=1[NH:28][C:29]([NH:19][C:14]1[CH:15]=[CH:16][C:17]([Cl:18])=[C:12]([S:9]([NH:8][CH:5]2[CH2:7][CH2:6]2)(=[O:11])=[O:10])[C:13]=1[OH:20])=[O:30]. No catalyst specified. The yield is 0.350. (3) No catalyst specified. The reactants are [CH3:1][O:2][C:3]1[C:16]2[C:7](=[C:8]3[C:13](=[CH:14][CH:15]=2)[C:12]([O:17][CH3:18])=[CH:11][CH:10]=[N:9]3)[N:6]=[CH:5][CH:4]=1.[Li][CH3:20]. The product is [CH3:20][C:10]1[CH:11]=[C:12]([O:17][CH3:18])[C:13]2[C:8](=[C:7]3[C:16](=[CH:15][CH:14]=2)[C:3]([O:2][CH3:1])=[CH:4][CH:5]=[N:6]3)[N:9]=1. The yield is 0.180.